Task: Regression. Given two drug SMILES strings and cell line genomic features, predict the synergy score measuring deviation from expected non-interaction effect.. Dataset: NCI-60 drug combinations with 297,098 pairs across 59 cell lines (1) Drug 1: C(CC(=O)O)C(=O)CN.Cl. Drug 2: CC1=C(C(=O)C2=C(C1=O)N3CC4C(C3(C2COC(=O)N)OC)N4)N. Cell line: SNB-19. Synergy scores: CSS=22.6, Synergy_ZIP=-7.94, Synergy_Bliss=-3.13, Synergy_Loewe=-21.6, Synergy_HSA=-2.53. (2) Synergy scores: CSS=42.3, Synergy_ZIP=0.508, Synergy_Bliss=-1.50, Synergy_Loewe=-3.44, Synergy_HSA=-1.17. Drug 2: CC(C)CN1C=NC2=C1C3=CC=CC=C3N=C2N. Cell line: MDA-MB-231. Drug 1: C1C(C(OC1N2C=NC3=C(N=C(N=C32)Cl)N)CO)O. (3) Drug 1: CC1OCC2C(O1)C(C(C(O2)OC3C4COC(=O)C4C(C5=CC6=C(C=C35)OCO6)C7=CC(=C(C(=C7)OC)O)OC)O)O. Drug 2: C1=CC(=CC=C1C#N)C(C2=CC=C(C=C2)C#N)N3C=NC=N3. Cell line: HOP-92. Synergy scores: CSS=32.3, Synergy_ZIP=-10.0, Synergy_Bliss=-7.25, Synergy_Loewe=-7.24, Synergy_HSA=-5.05.